From a dataset of Full USPTO retrosynthesis dataset with 1.9M reactions from patents (1976-2016). Predict the reactants needed to synthesize the given product. (1) Given the product [F:1][C:2]([CH3:29])([CH3:28])[CH2:3][N:4]1[CH2:9][CH2:8][CH:7]([CH2:10][O:11][C:12]2[N:13]=[CH:14][C:15]([C:18]3[CH:19]=[CH:20][C:21]([C:22]([OH:24])=[O:23])=[CH:26][CH:27]=3)=[N:16][CH:17]=2)[CH2:6][CH2:5]1, predict the reactants needed to synthesize it. The reactants are: [F:1][C:2]([CH3:29])([CH3:28])[CH2:3][N:4]1[CH2:9][CH2:8][CH:7]([CH2:10][O:11][C:12]2[N:13]=[CH:14][C:15]([C:18]3[CH:27]=[CH:26][C:21]([C:22]([O:24]C)=[O:23])=[CH:20][CH:19]=3)=[N:16][CH:17]=2)[CH2:6][CH2:5]1.O[Li].O. (2) Given the product [CH:1]1([C:4]2[C:12]([N:13]([CH2:18][CH2:19][CH2:20][OH:21])[S:14]([CH3:17])(=[O:15])=[O:16])=[CH:11][C:10]3[C:6](=[C:7]([C:36]([NH:38][CH3:39])=[O:37])[N:8]([C:22]4[CH:23]=[CH:24][C:25]([NH:28][C:76]5[CH:78]=[CH:79][C:73]([F:72])=[CH:74][CH:75]=5)=[CH:26][CH:27]=4)[N:9]=3)[CH:5]=2)[CH2:3][CH2:2]1, predict the reactants needed to synthesize it. The reactants are: [CH:1]1([C:4]2[C:12]([N:13]([CH2:18][CH2:19][CH2:20][OH:21])[S:14]([CH3:17])(=[O:16])=[O:15])=[CH:11][C:10]3[C:6](=[C:7]([C:36]([NH:38][CH3:39])=[O:37])[N:8]([C:22]4[CH:27]=[CH:26][C:25]([NH:28]C5C=CC=CC=5F)=[CH:24][CH:23]=4)[N:9]=3)[CH:5]=2)[CH2:3][CH2:2]1.BrC1C=CC(N2C(C(NC)=O)=C3C(C=C(N(CCCO)S(C)(=O)=O)C(C4CC4)=C3)=N2)=CC=1.[F:72][C:73]1[CH:79]=[CH:78][C:76](N)=[CH:75][CH:74]=1.